This data is from Full USPTO retrosynthesis dataset with 1.9M reactions from patents (1976-2016). The task is: Predict the reactants needed to synthesize the given product. Given the product [CH3:33][C:22]1([CH2:21][CH2:20][N:9]2[N:8]=[C:7]([C:4]3[CH:3]=[CH:2][N:1]=[CH:6][CH:5]=3)[O:11][C:10]2=[O:12])[O:26][C:25]2=[N:27][C:28]([N+:30]([O-:32])=[O:31])=[CH:29][N:24]2[CH2:23]1, predict the reactants needed to synthesize it. The reactants are: [N:1]1[CH:6]=[CH:5][C:4]([C:7]2[O:11][C:10](=[O:12])[NH:9][N:8]=2)=[CH:3][CH:2]=1.[H-].[Na+].CS(O[CH2:20][CH2:21][C:22]1([CH3:33])[O:26][C:25]2=[N:27][C:28]([N+:30]([O-:32])=[O:31])=[CH:29][N:24]2[CH2:23]1)(=O)=O.[I-].[Na+].